This data is from Forward reaction prediction with 1.9M reactions from USPTO patents (1976-2016). The task is: Predict the product of the given reaction. (1) Given the reactants [Cl:1][C:2]1[CH:3]=[N:4][CH:5]=[C:6]([Cl:40])[C:7]=1[CH:8]([OH:39])[CH2:9][N:10]([CH2:34][C:35]([CH3:38])([CH3:37])[CH3:36])[C:11]([C:13]1[CH:14]=[N:15][N:16]([C@H:22]2[CH2:27][CH2:26][C@H:25]([C:28]([O:30][CH2:31][CH3:32])=[O:29])[C@@H:24]([CH3:33])[CH2:23]2)[C:17]=1[C:18]([F:21])([F:20])[F:19])=[O:12].CC(OI1(OC(C)=O)(OC(C)=O)OC(=O)C2C=CC=CC1=2)=O, predict the reaction product. The product is: [Cl:1][C:2]1[CH:3]=[N:4][CH:5]=[C:6]([Cl:40])[C:7]=1[C:8](=[O:39])[CH2:9][N:10]([CH2:34][C:35]([CH3:38])([CH3:37])[CH3:36])[C:11]([C:13]1[CH:14]=[N:15][N:16]([C@H:22]2[CH2:27][CH2:26][C@H:25]([C:28]([O:30][CH2:31][CH3:32])=[O:29])[C@@H:24]([CH3:33])[CH2:23]2)[C:17]=1[C:18]([F:20])([F:21])[F:19])=[O:12]. (2) The product is: [CH2:1]([O:5][C:6]1[CH:7]=[C:8]2[C:13](=[CH:14][CH:15]=1)[C:12](=[O:16])[N:11]([C:17]1[CH:22]=[CH:21][C:20]([N:23]3[CH2:27][CH2:26][C@@H:25]([N:28]([CH2:36][CH2:35][S:32]([CH3:31])(=[O:34])=[O:33])[CH3:29])[CH2:24]3)=[C:19]([F:30])[CH:18]=1)[CH2:10][CH2:9]2)[CH2:2][CH2:3][CH3:4]. Given the reactants [CH2:1]([O:5][C:6]1[CH:7]=[C:8]2[C:13](=[CH:14][CH:15]=1)[C:12](=[O:16])[N:11]([C:17]1[CH:22]=[CH:21][C:20]([N:23]3[CH2:27][CH2:26][C@@H:25]([NH:28][CH3:29])[CH2:24]3)=[C:19]([F:30])[CH:18]=1)[CH2:10][CH2:9]2)[CH2:2][CH2:3][CH3:4].[CH3:31][S:32]([CH:35]=[CH2:36])(=[O:34])=[O:33], predict the reaction product. (3) Given the reactants CS([O:5][CH2:6][C:7]1[C:8]([C:16]2[CH:21]=[CH:20][C:19]([O:22][CH3:23])=[C:18]([F:24])[CH:17]=2)=[N:9][S:10][C:11]=1[C:12]([F:15])([F:14])[F:13])(=O)=O.O[C:26]1[CH:31]=[CH:30][C:29]([CH2:32][CH2:33][C:34]([O:36]CC)=[O:35])=[C:28]([CH3:39])[C:27]=1[CH3:40], predict the reaction product. The product is: [F:24][C:18]1[CH:17]=[C:16]([C:8]2[C:7]([CH2:6][O:5][C:26]3[CH:31]=[CH:30][C:29]([CH2:32][CH2:33][C:34]([OH:36])=[O:35])=[C:28]([CH3:39])[C:27]=3[CH3:40])=[C:11]([C:12]([F:15])([F:14])[F:13])[S:10][N:9]=2)[CH:21]=[CH:20][C:19]=1[O:22][CH3:23]. (4) Given the reactants [OH:1][CH2:2][CH2:3][C:4]1[C:5](=[O:22])[N:6]([C:10]2[CH:15]=[CH:14][C:13]([N+:16]([O-])=O)=[CH:12][C:11]=2/[CH:19]=[CH:20]/[CH3:21])[CH:7]=[CH:8][CH:9]=1.[H][H], predict the reaction product. The product is: [NH2:16][C:13]1[CH:14]=[CH:15][C:10]([N:6]2[CH:7]=[CH:8][CH:9]=[C:4]([CH2:3][CH2:2][OH:1])[C:5]2=[O:22])=[C:11]([CH2:19][CH2:20][CH3:21])[CH:12]=1.